This data is from Reaction yield outcomes from USPTO patents with 853,638 reactions. The task is: Predict the reaction yield, written as a fraction of the theoretical maximum amount of product (1.0 means a 100% yield; for example, 0.34 means a 34% yield). The reactants are [OH:1][C:2]1[CH:7]=[CH:6][NH:5][C:4](=[O:8])[CH:3]=1.CS(O[CH:14]1[CH2:19][CH2:18][N:17]([C:20]([O:22][C:23]([CH3:26])([CH3:25])[CH3:24])=[O:21])[CH2:16][CH2:15]1)(=O)=O.C(=O)([O-])[O-].[K+].[K+]. The catalyst is CN(C=O)C.CCOC(C)=O.O. The product is [O:8]=[C:4]1[CH:3]=[C:2]([O:1][CH:14]2[CH2:19][CH2:18][N:17]([C:20]([O:22][C:23]([CH3:26])([CH3:25])[CH3:24])=[O:21])[CH2:16][CH2:15]2)[CH:7]=[CH:6][NH:5]1. The yield is 0.387.